Predict which catalyst facilitates the given reaction. From a dataset of Catalyst prediction with 721,799 reactions and 888 catalyst types from USPTO. Reactant: [CH2:1]([CH:3]([CH2:6][CH2:7][CH2:8][CH3:9])[CH2:4][OH:5])[CH3:2].[H-].[Na+].[F:12][C:13]1[CH:18]=[CH:17][C:16]([N:19]2[C:24](=[O:25])[C:23](OCCCCCC)=[C:22]([C:33]3[CH:38]=[CH:37][C:36]([S:39]([CH3:42])(=[O:41])=[O:40])=[CH:35][CH:34]=3)[CH:21]=[N:20]2)=[CH:15][CH:14]=1. Product: [F:12][C:13]1[CH:18]=[CH:17][C:16]([N:19]2[C:24](=[O:25])[C:23]([O:5][CH2:4][CH:3]([CH2:1][CH3:2])[CH2:6][CH2:7][CH2:8][CH3:9])=[C:22]([C:33]3[CH:38]=[CH:37][C:36]([S:39]([CH3:42])(=[O:40])=[O:41])=[CH:35][CH:34]=3)[CH:21]=[N:20]2)=[CH:15][CH:14]=1. The catalyst class is: 1.